Predict which catalyst facilitates the given reaction. From a dataset of Catalyst prediction with 721,799 reactions and 888 catalyst types from USPTO. Reactant: [CH2:1]([O:3][C:4]([C:6]1[CH:10]=[C:9]([C:11]2[CH:16]=[CH:15][CH:14]=[CH:13][CH:12]=2)[N:8]([NH:17]C(OCC[Si](C)(C)C)=O)[C:7]=1[C:27]1[C:36]2[C:31](=[CH:32][CH:33]=[CH:34][CH:35]=2)[CH:30]=[CH:29][CH:28]=1)=[O:5])[CH3:2].CCCC[N+](CCCC)(CCCC)CCCC.[F-].C(O)(=O)C.C1(C)C=CC=CC=1. Product: [CH2:1]([O:3][C:4]([C:6]1[CH:10]=[C:9]([C:11]2[CH:12]=[CH:13][CH:14]=[CH:15][CH:16]=2)[N:8]([NH2:17])[C:7]=1[C:27]1[C:36]2[C:31](=[CH:32][CH:33]=[CH:34][CH:35]=2)[CH:30]=[CH:29][CH:28]=1)=[O:5])[CH3:2]. The catalyst class is: 1.